Dataset: Catalyst prediction with 721,799 reactions and 888 catalyst types from USPTO. Task: Predict which catalyst facilitates the given reaction. (1) Product: [Br:15][C:16]1[CH:27]=[N:26][C:19]2=[N:20][C:21]([N:12]3[CH2:11][C:10]([N:2]([CH3:1])[C:3](=[O:9])[O:4][C:5]([CH3:8])([CH3:6])[CH3:7])([CH3:14])[CH2:13]3)=[C:22]([Cl:24])[N:23]=[C:18]2[CH:17]=1. The catalyst class is: 2. Reactant: [CH3:1][N:2]([C:10]1([CH3:14])[CH2:13][NH:12][CH2:11]1)[C:3](=[O:9])[O:4][C:5]([CH3:8])([CH3:7])[CH3:6].[Br:15][C:16]1[CH:27]=[N:26][C:19]2=[N:20][C:21](Cl)=[C:22]([Cl:24])[N:23]=[C:18]2[CH:17]=1. (2) Reactant: [O:1]1[C:5]2[CH:6]=[CH:7][C:8]([C:10]3[S:11][CH:12]=[C:13]([C:15]([OH:17])=O)[N:14]=3)=[CH:9][C:4]=2[CH2:3][CH2:2]1.[NH2:18][C:19]1[NH:23][C:22]2[CH:24]=[CH:25][C:26]([C:28]([O:30][CH2:31][CH3:32])=[O:29])=[CH:27][C:21]=2[N:20]=1.F[P-](F)(F)(F)(F)F.N1(OC(N(C)C)=[N+](C)C)C2C=CC=CC=2N=N1.CCN(C(C)C)C(C)C. Product: [O:1]1[C:5]2[CH:6]=[CH:7][C:8]([C:10]3[S:11][CH:12]=[C:13]([C:15]([NH:18][C:19]4[NH:23][C:22]5[CH:24]=[CH:25][C:26]([C:28]([O:30][CH2:31][CH3:32])=[O:29])=[CH:27][C:21]=5[N:20]=4)=[O:17])[N:14]=3)=[CH:9][C:4]=2[CH2:3][CH2:2]1. The catalyst class is: 468. (3) Reactant: [CH3:1][C:2]1[N:3]=[CH:4][N:5](C(C2C=CC=CC=2)(C2C=CC=CC=2)C2C=CC=CC=2)[C:6]=1[C:7]([C:9]1[CH:18]=[C:17]2[C:12]([CH:13]=[CH:14][CH:15]=[N:16]2)=[CH:11][CH:10]=1)=[O:8].[OH-].[Na+]. Product: [CH3:1][C:2]1[NH:3][CH:4]=[N:5][C:6]=1[C:7]([C:9]1[CH:18]=[C:17]2[C:12]([CH:13]=[CH:14][CH:15]=[N:16]2)=[CH:11][CH:10]=1)=[O:8]. The catalyst class is: 86. (4) Reactant: [H-].[Na+].[Cl:3][C:4]1[CH:9]=[C:8]([Cl:10])[CH:7]=[C:6]([Cl:11])[C:5]=1[OH:12].S1(=O)(=O)[N:17]2[CH2:18][CH2:19][CH2:20][C@H:16]2[CH2:15]O1.Cl. Product: [Cl:3][C:4]1[CH:9]=[C:8]([Cl:10])[CH:7]=[C:6]([Cl:11])[C:5]=1[O:12][CH2:15][C@@H:16]1[CH2:20][CH2:19][CH2:18][NH:17]1. The catalyst class is: 9. (5) Reactant: [NH2:1][C:2]1[C:3]2[C:10]([C:11]3[CH:16]=[CH:15][C:14]([O:17][C:18]4[CH:23]=[CH:22][CH:21]=[CH:20][CH:19]=4)=[CH:13][CH:12]=3)=[CH:9][N:8]([CH:24]3[CH2:29][CH2:28][CH:27]([CH2:30][C:31]([OH:33])=O)[CH2:26][CH2:25]3)[C:4]=2[N:5]=[CH:6][N:7]=1.O[N:35]1[C:39]2N=CC=CC=2N=N1.Cl.CN(C)CCCN=C=NCC.CN.O1CCCC1. Product: [CH3:39][NH:35][C:31](=[O:33])[CH2:30][CH:27]1[CH2:28][CH2:29][CH:24]([N:8]2[C:4]3[N:5]=[CH:6][N:7]=[C:2]([NH2:1])[C:3]=3[C:10]([C:11]3[CH:16]=[CH:15][C:14]([O:17][C:18]4[CH:23]=[CH:22][CH:21]=[CH:20][CH:19]=4)=[CH:13][CH:12]=3)=[CH:9]2)[CH2:25][CH2:26]1. The catalyst class is: 9. (6) Product: [Br:1][C:2]1[CH:7]=[C:6]([C:8]([F:17])([C:9]([F:10])([F:11])[F:12])[C:13]([F:14])([F:15])[F:16])[CH:5]=[C:4]([Br:18])[C:3]=1[N:19]([CH3:40])[C:20]([C:22]1[C:23]([O:38][CH3:39])=[C:24]([N:28]([CH3:37])[C:29]([C:31]2[CH:32]=[CH:33][N+:34]([O-:49])=[CH:35][CH:36]=2)=[O:30])[CH:25]=[CH:26][CH:27]=1)=[O:21]. Reactant: [Br:1][C:2]1[CH:7]=[C:6]([C:8]([F:17])([C:13]([F:16])([F:15])[F:14])[C:9]([F:12])([F:11])[F:10])[CH:5]=[C:4]([Br:18])[C:3]=1[N:19]([CH3:40])[C:20]([C:22]1[C:23]([O:38][CH3:39])=[C:24]([N:28]([CH3:37])[C:29]([C:31]2[CH:36]=[CH:35][N:34]=[CH:33][CH:32]=2)=[O:30])[CH:25]=[CH:26][CH:27]=1)=[O:21].ClC1C=CC=C(C(OO)=[O:49])C=1. The catalyst class is: 4. (7) Reactant: [NH2:1][C:2]1[CH:3]=[CH:4][C:5]([O:12][C:13]2[CH:14]=[N:15][CH:16]=[C:17]([Cl:19])[CH:18]=2)=[C:6]([C:8](=[O:11])[CH2:9][CH3:10])[CH:7]=1.[CH3:20][O:21][C:22]1[CH:23]=[C:24]([N:28]=[C:29]=[O:30])[CH:25]=[CH:26][CH:27]=1. Product: [Cl:19][C:17]1[CH:18]=[C:13]([O:12][C:5]2[CH:4]=[CH:3][C:2]([NH:1][C:29]([NH:28][C:24]3[CH:25]=[CH:26][CH:27]=[C:22]([O:21][CH3:20])[CH:23]=3)=[O:30])=[CH:7][C:6]=2[C:8](=[O:11])[CH2:9][CH3:10])[CH:14]=[N:15][CH:16]=1. The catalyst class is: 1. (8) Reactant: Br[CH2:2][C:3]1[CH:4]=[C:5]2[C:10](=[CH:11][CH:12]=1)[N:9]=[CH:8][CH:7]=[N:6]2.[CH3:13][C:14]1[N:19]=[C:18]([SH:20])[N:17]=[C:16]([OH:21])[CH:15]=1.C(N(CC)CC)C. Product: [CH3:13][C:14]1[N:19]=[C:18]([S:20][CH2:2][C:3]2[CH:4]=[C:5]3[C:10](=[CH:11][CH:12]=2)[N:9]=[CH:8][CH:7]=[N:6]3)[N:17]=[C:16]([OH:21])[CH:15]=1. The catalyst class is: 8. (9) Reactant: [CH2:1]([O:3][C:4](=[O:38])[CH2:5][CH2:6][CH2:7][CH2:8][CH2:9][CH2:10][N:11]1[C:15](=[O:16])[CH2:14][CH2:13][C@@H:12]1/[CH:17]=[CH:18]/[C:19]([C:21]1[CH:26]=[CH:25][CH:24]=[C:23]([C:27]([O:36][CH3:37])([O:34][CH3:35])[C:28]2[CH:33]=[CH:32][CH:31]=[CH:30][CH:29]=2)[CH:22]=1)=[O:20])[CH3:2].[BH4-].[Na+]. Product: [CH2:1]([O:3][C:4](=[O:38])[CH2:5][CH2:6][CH2:7][CH2:8][CH2:9][CH2:10][N:11]1[C:15](=[O:16])[CH2:14][CH2:13][C@@H:12]1/[CH:17]=[CH:18]/[CH:19]([C:21]1[CH:26]=[CH:25][CH:24]=[C:23]([C:27]([O:34][CH3:35])([O:36][CH3:37])[C:28]2[CH:29]=[CH:30][CH:31]=[CH:32][CH:33]=2)[CH:22]=1)[OH:20])[CH3:2]. The catalyst class is: 8.